From a dataset of Reaction yield outcomes from USPTO patents with 853,638 reactions. Predict the reaction yield, written as a fraction of the theoretical maximum amount of product (1.0 means a 100% yield; for example, 0.34 means a 34% yield). The catalyst is ClCCl.[O-2].[O-2].[Mn+4]. The product is [O:1]1[C:10]2[CH:9]=[C:8]([CH:11]=[O:12])[N:7]=[CH:6][C:5]=2[O:4][CH2:3][CH2:2]1. The yield is 0.610. The reactants are [O:1]1[C:10]2[CH:9]=[C:8]([CH2:11][OH:12])[N:7]=[CH:6][C:5]=2[O:4][CH2:3][CH2:2]1.